This data is from Full USPTO retrosynthesis dataset with 1.9M reactions from patents (1976-2016). The task is: Predict the reactants needed to synthesize the given product. (1) Given the product [OH:3][C@@H:4]1[C@H:8]([OH:9])[C@@H:7]([CH2:14][OH:15])[O:6][C@H:5]1[N:20]1[CH:28]=[N:27][C:26]2[C:21]1=[N:22][C:23]([NH:30][C:31](=[O:40])[C:32]1[CH:37]=[CH:36][CH:35]=[CH:34][C:33]=1[O:38][CH3:39])=[N:24][C:25]=2[OH:29], predict the reactants needed to synthesize it. The reactants are: C[Si](C)(C)[O:3][C@@H:4]1[C@H:8]([O:9][Si](C)(C)C)[C@@H:7]([CH2:14][O:15][Si](C)(C)C)[O:6][C@H:5]1[N:20]1[CH:28]=[N:27][C:26]2[C:21]1=[N:22][C:23]([NH:30][C:31](=[O:40])[C:32]1[CH:37]=[CH:36][CH:35]=[CH:34][C:33]=1[O:38][CH3:39])=[N:24][C:25]=2[OH:29].C(O)(C(F)(F)F)=O. (2) Given the product [Cl:13][C:11]1[CH:10]=[CH:9][C:4]([C:5]([O:7][CH3:8])=[O:6])=[C:3]([CH2:2][N:17]2[N:18]=[N:19][C:15]([CH3:14])=[N:16]2)[CH:12]=1, predict the reactants needed to synthesize it. The reactants are: Br[CH2:2][C:3]1[CH:12]=[C:11]([Cl:13])[CH:10]=[CH:9][C:4]=1[C:5]([O:7][CH3:8])=[O:6].[CH3:14][C:15]1[N:16]=[N:17][NH:18][N:19]=1.C(=O)([O-])[O-].[K+].[K+]. (3) Given the product [Cl:22][C:16]1[C:15]2[CH:14]=[C:13]([C:11]3[N:8]=[C:6]4[N:5]([CH:10]=3)[N:4]=[C:3]([S:2][CH3:1])[S:7]4)[O:21][C:20]=2[CH:19]=[CH:18][N:17]=1, predict the reactants needed to synthesize it. The reactants are: [CH3:1][S:2][C:3]1[S:7][C:6]([NH2:8])=[N:5][N:4]=1.Br[CH2:10][C:11]([C:13]1[O:21][C:20]2[CH:19]=[CH:18][N:17]=[C:16]([Cl:22])[C:15]=2[CH:14]=1)=O. (4) Given the product [CH2:10]([O:12][CH2:13][N:14]([C:32]1[CH:36]=[C:35]([CH3:37])[O:34][N:33]=1)[S:15]([C:18]1[CH:22]=[C:21]([CH3:23])[S:20][C:19]=1[C:24]1[CH:25]=[CH:26][C:27]([CH2:30][O:31][S:39]([CH3:38])(=[O:41])=[O:40])=[CH:28][CH:29]=1)(=[O:16])=[O:17])[CH3:11], predict the reactants needed to synthesize it. The reactants are: C(N(C(C)C)C(C)C)C.[CH2:10]([O:12][CH2:13][N:14]([C:32]1[CH:36]=[C:35]([CH3:37])[O:34][N:33]=1)[S:15]([C:18]1[CH:22]=[C:21]([CH3:23])[S:20][C:19]=1[C:24]1[CH:29]=[CH:28][C:27]([CH2:30][OH:31])=[CH:26][CH:25]=1)(=[O:17])=[O:16])[CH3:11].[CH3:38][S:39](Cl)(=[O:41])=[O:40]. (5) Given the product [OH:7][C@H:4]1[CH2:5][CH2:6][C@H:2]([NH:1][C:9]2[C:14]([C:15]#[N:16])=[CH:13][N:12]=[C:11]([S:17][CH3:18])[N:10]=2)[CH2:3]1, predict the reactants needed to synthesize it. The reactants are: [NH2:1][C@H:2]1[CH2:6][CH2:5][C@H:4]([OH:7])[CH2:3]1.Cl[C:9]1[C:14]([C:15]#[N:16])=[CH:13][N:12]=[C:11]([S:17][CH3:18])[N:10]=1. (6) Given the product [NH2:24][CH2:23][CH2:22][NH:25][C:2]1[N:7]=[N:6][C:5]([C:8]([NH2:10])=[O:9])=[C:4]([NH:11][C:12]2[CH:17]=[CH:16][CH:15]=[C:14]([O:18][CH:19]([CH3:21])[CH3:20])[N:13]=2)[CH:3]=1, predict the reactants needed to synthesize it. The reactants are: Cl[C:2]1[N:7]=[N:6][C:5]([C:8]([NH2:10])=[O:9])=[C:4]([NH:11][C:12]2[CH:17]=[CH:16][CH:15]=[C:14]([O:18][CH:19]([CH3:21])[CH3:20])[N:13]=2)[CH:3]=1.[CH2:22]([NH2:25])[CH2:23][NH2:24].[NH4+].[OH-]. (7) Given the product [Cl:23][C:20]1[CH:19]=[CH:18][C:17]([CH2:16][NH:15][C:13]([C:10]2[C:11](=[O:12])[C:6]3[S:5][C:4]([CH2:25][N:26]([CH2:28][C@@H:29]([OH:36])[C:30]4[CH:35]=[CH:34][CH:33]=[CH:32][N:31]=4)[CH3:27])=[C:3]([CH2:2][NH:1][S:47]([CH3:46])(=[O:49])=[O:48])[C:7]=3[N:8]([CH3:24])[CH:9]=2)=[O:14])=[CH:22][CH:21]=1, predict the reactants needed to synthesize it. The reactants are: [NH2:1][CH2:2][C:3]1[C:7]2[N:8]([CH3:24])[CH:9]=[C:10]([C:13]([NH:15][CH2:16][C:17]3[CH:22]=[CH:21][C:20]([Cl:23])=[CH:19][CH:18]=3)=[O:14])[C:11](=[O:12])[C:6]=2[S:5][C:4]=1[CH2:25][N:26]([CH2:28][C@@H:29]([OH:36])[C:30]1[CH:35]=[CH:34][CH:33]=[CH:32][N:31]=1)[CH3:27].C(N(C(C)C)CC)(C)C.[CH3:46][S:47](Cl)(=[O:49])=[O:48]. (8) Given the product [CH2:1]1[N:6]([C:7]2[C:8]3[N:9]([CH:23]=[N:19][N:18]=3)[C:10]3[CH:16]=[C:15]([I:17])[CH:14]=[N:13][C:11]=3[N:12]=2)[CH2:5][CH2:4][N:3]2[CH2:20][CH2:21][CH2:22][CH:2]12, predict the reactants needed to synthesize it. The reactants are: [CH2:1]1[N:6]([C:7]2[N:12]=[C:11]3[N:13]=[CH:14][C:15]([I:17])=[CH:16][C:10]3=[N:9][C:8]=2[NH:18][NH2:19])[CH2:5][CH2:4][N:3]2[CH2:20][CH2:21][CH2:22][CH:2]12.[CH:23](OC)(OC)OC. (9) Given the product [Cl:1][C:2]1[C:6]([Cl:7])=[C:5]([CH3:8])[NH:4][C:3]=1[C:9]([NH:11][CH:12]1[CH2:17][CH2:16][N:15]([C:18]2[N:23]=[C:22]([O:24][CH2:25][CH:26]3[CH2:30][O:29][C:28]([CH3:32])([CH3:31])[O:27]3)[N:21]=[C:20]([C:33]([NH:39][O:37][CH3:38])=[O:34])[CH:19]=2)[CH2:14][CH2:13]1)=[O:10], predict the reactants needed to synthesize it. The reactants are: [Cl:1][C:2]1[C:6]([Cl:7])=[C:5]([CH3:8])[NH:4][C:3]=1[C:9]([NH:11][CH:12]1[CH2:17][CH2:16][N:15]([C:18]2[N:23]=[C:22]([O:24][CH2:25][CH:26]3[CH2:30][O:29][C:28]([CH3:32])([CH3:31])[O:27]3)[N:21]=[C:20]([C:33](O)=[O:34])[CH:19]=2)[CH2:14][CH2:13]1)=[O:10].Cl.[O:37]([NH2:39])[CH3:38].